Dataset: Forward reaction prediction with 1.9M reactions from USPTO patents (1976-2016). Task: Predict the product of the given reaction. (1) Given the reactants Cl.Cl.[Br:3][C:4]1[CH:5]=[CH:6][C:7]([CH2:10][C@@H:11]([C:13]([O:15][CH3:16])=[O:14])[NH2:12])=[N:8][CH:9]=1.C(N(CC)CC)C.[Cl:24][C:25]1[CH:33]=[CH:32][CH:31]=[C:30]([Cl:34])[C:26]=1[C:27](Cl)=[O:28], predict the reaction product. The product is: [Br:3][C:4]1[CH:5]=[CH:6][C:7]([CH2:10][C@@H:11]([C:13]([O:15][CH3:16])=[O:14])[NH:12][C:27](=[O:28])[C:26]2[C:25]([Cl:24])=[CH:33][CH:32]=[CH:31][C:30]=2[Cl:34])=[N:8][CH:9]=1. (2) Given the reactants [C:1]([C:3]1[CH:4]=[C:5]([CH:19]=[C:20](I)[C:21]=1[OH:22])[C:6]([N:8]1[C:12]2[CH:13]=[CH:14][CH:15]=[CH:16][C:11]=2[S:10](=[O:18])(=[O:17])[CH2:9]1)=[O:7])#[N:2].N1C=CC=C[C:25]=1C1C=CC=CN=1.[CH3:36][S:37]SC, predict the reaction product. The product is: [C:1]([C:3]1[CH:4]=[C:5]([CH:19]=[C:20]([S:37][CH3:36])[C:21]=1[O:22][CH3:25])[C:6]([N:8]1[C:12]2[CH:13]=[CH:14][CH:15]=[CH:16][C:11]=2[S:10](=[O:18])(=[O:17])[CH2:9]1)=[O:7])#[N:2].